From a dataset of Catalyst prediction with 721,799 reactions and 888 catalyst types from USPTO. Predict which catalyst facilitates the given reaction. (1) Reactant: [Cl:1][C:2]1[C:10]2[N:6]([C:7]([CH2:14][CH2:15][O:16][CH2:17][CH3:18])=[CH:8][C:9]=2[C:11]([OH:13])=O)[CH:5]=[CH:4][CH:3]=1.[NH2:19][CH2:20][C:21]1([OH:28])[CH2:26][CH2:25][CH2:24][CH:23]([CH3:27])[CH2:22]1.Cl.CN(C)CCCN=C=NCC.N1(O)C2C=CC=CC=2N=N1.C(N(C(C)C)C(C)C)C. Product: [OH:28][C@:21]1([CH2:20][NH:19][C:11]([C:9]2[CH:8]=[C:7]([CH2:14][CH2:15][O:16][CH2:17][CH3:18])[N:6]3[C:10]=2[C:2]([Cl:1])=[CH:3][CH:4]=[CH:5]3)=[O:13])[CH2:26][CH2:25][CH2:24][C@@H:23]([CH3:27])[CH2:22]1. The catalyst class is: 1. (2) Reactant: CN([CH:4]=[C:5]1[C:13](=O)[C:12]2[N:11]([CH3:15])[N:10]=[C:9]([C:16]([O:18][CH2:19][CH3:20])=[O:17])[C:8]=2[CH2:7][CH2:6]1)C.C(=O)(O)O.[NH2:25][C:26]([NH2:28])=[NH:27].O. Product: [NH2:27][C:26]1[N:28]=[CH:4][C:5]2[CH:6]=[CH:7][C:8]3[C:9]([C:16]([O:18][CH2:19][CH3:20])=[O:17])=[N:10][N:11]([CH3:15])[C:12]=3[C:13]=2[N:25]=1. The catalyst class is: 3. (3) Reactant: [CH3:1][O:2][CH2:3][C@@H:4]([NH2:6])[CH3:5].C(N(C(C)C)C(C)C)C.[Br:16][C:17]1[CH:22]=[CH:21][C:20]([S:23](Cl)(=[O:25])=[O:24])=[CH:19][CH:18]=1.O. Product: [Br:16][C:17]1[CH:22]=[CH:21][C:20]([S:23]([NH:6][C@@H:4]([CH3:5])[CH2:3][O:2][CH3:1])(=[O:25])=[O:24])=[CH:19][CH:18]=1. The catalyst class is: 2. (4) Reactant: C(=O)([O-])[O-].[Cs+].[Cs+].CS([O:11][CH2:12][C:13]([CH3:18])([N+:15]([O-:17])=[O:16])[CH3:14])(=O)=O.O[C:20]1[CH:25]=[CH:24][C:23]([NH:26][C:27](=[O:29])[CH3:28])=[CH:22][C:21]=1[C:30]1[N:31]([CH3:35])[N:32]=[CH:33][CH:34]=1. Product: [CH3:35][N:31]1[C:30]([C:21]2[CH:22]=[C:23]([NH:26][C:27](=[O:29])[CH3:28])[CH:24]=[CH:25][C:20]=2[O:11][CH2:12][C:13]([CH3:18])([N+:15]([O-:17])=[O:16])[CH3:14])=[CH:34][CH:33]=[N:32]1. The catalyst class is: 44.